This data is from Drug-target binding data from BindingDB using Ki measurements. The task is: Regression. Given a target protein amino acid sequence and a drug SMILES string, predict the binding affinity score between them. We predict pKi (pKi = -log10(Ki in M); higher means stronger inhibition). Dataset: bindingdb_ki. The small molecule is Clc1cccc(N2CCNCC2)c1. The target is MLLARMKPQVQPELGGADQ. The pKi is 6.2.